This data is from Reaction yield outcomes from USPTO patents with 853,638 reactions. The task is: Predict the reaction yield, written as a fraction of the theoretical maximum amount of product (1.0 means a 100% yield; for example, 0.34 means a 34% yield). (1) The reactants are Cl[S:2]([N:5]=[C:6]=[O:7])(=[O:4])=[O:3].C[C:9]([OH:12])([CH3:11])C.[CH2:13]([O:15][C:16](=[O:19])[CH2:17][NH2:18])[CH3:14].[CH3:20][CH2:21]N(CC)CC.Cl. The catalyst is C(Cl)Cl. The product is [CH2:9]([O:12][C:6]([NH:5][S:2]([NH:18][CH2:17][C:16]([O:15][CH2:13][CH3:14])=[O:19])(=[O:4])=[O:3])=[O:7])[CH2:11][CH2:20][CH3:21]. The yield is 0.850. (2) The reactants are [I:1][CH2:2][CH2:3][CH2:4]I.[F:6][B-:7]([F:10])([F:9])[F:8].[F:11][C:12]([F:33])([F:32])[O:13][C:14]1[CH:19]=[CH:18][C:17]([N+:20]2[CH:25]=[CH:24][C:23]([C:26]3[CH:31]=[CH:30][NH+:29]=[CH:28][CH:27]=3)=[CH:22][CH:21]=2)=[CH:16][CH:15]=1.[F:34][B-:35]([F:38])([F:37])[F:36]. The catalyst is CC#N. The product is [F:6][B-:7]([F:10])([F:9])[F:8].[F:34][B-:35]([F:38])([F:37])[F:36].[I-:1].[I-:1].[CH2:2]([N+:29]1[CH:28]=[CH:27][C:26]([C:23]2[CH:24]=[CH:25][N+:20]([C:17]3[CH:18]=[CH:19][C:14]([O:13][C:12]([F:33])([F:11])[F:32])=[CH:15][CH:16]=3)=[CH:21][CH:22]=2)=[CH:31][CH:30]=1)[CH2:3][CH2:4][N+:29]1[CH:30]=[CH:31][C:26]([C:23]2[CH:22]=[CH:21][N+:20]([C:17]3[CH:18]=[CH:19][C:14]([O:13][C:12]([F:11])([F:32])[F:33])=[CH:15][CH:16]=3)=[CH:25][CH:24]=2)=[CH:27][CH:28]=1. The yield is 0.200. (3) The reactants are [C:1]1([P:7]([C:14]2[CH:19]=[CH:18][CH:17]=[CH:16][CH:15]=2)[C:8]2[CH:13]=[CH:12][CH:11]=[CH:10][CH:9]=2)[CH:6]=[CH:5][CH:4]=[CH:3][CH:2]=1.[Br:20][CH2:21][C:22]1[CH:23]=[C:24]([O:32][CH3:33])[C:25]([O:30][CH3:31])=[C:26]([O:28][CH3:29])[CH:27]=1. The catalyst is C1COCC1. The product is [Br-:20].[CH3:33][O:32][C:24]1[CH:23]=[C:22]([CH:27]=[C:26]([O:28][CH3:29])[C:25]=1[O:30][CH3:31])[CH2:21][P+:7]([C:1]1[CH:2]=[CH:3][CH:4]=[CH:5][CH:6]=1)([C:8]1[CH:13]=[CH:12][CH:11]=[CH:10][CH:9]=1)[C:14]1[CH:15]=[CH:16][CH:17]=[CH:18][CH:19]=1. The yield is 0.964. (4) The reactants are I[C:2]1[CH:26]=[CH:25][C:5]2[C:6]3[CH:12]=[CH:11][C:10]([S:13]([NH:16][C@@H:17]([CH:22]([CH3:24])[CH3:23])[C:18]([O:20][CH3:21])=[O:19])(=[O:15])=[O:14])=[CH:9][C:7]=3[O:8][C:4]=2[CH:3]=1.CC(O[K])=O.[B:32]1([B:32]2[O:36][C:35]([CH3:38])([CH3:37])[C:34]([CH3:40])([CH3:39])[O:33]2)[O:36][C:35]([CH3:38])([CH3:37])[C:34]([CH3:40])([CH3:39])[O:33]1.O. The catalyst is CS(C)=O.Cl[Pd]Cl.C1(P(C2C=CC=CC=2)[C-]2C=CC=C2)C=CC=CC=1.[C-]1(P(C2C=CC=CC=2)C2C=CC=CC=2)C=CC=C1.[Fe+2]. The product is [CH3:23][CH:22]([CH3:24])[C@H:17]([NH:16][S:13]([C:10]1[CH:11]=[CH:12][C:6]2[C:5]3[CH:25]=[CH:26][C:2]([B:32]4[O:36][C:35]([CH3:38])([CH3:37])[C:34]([CH3:40])([CH3:39])[O:33]4)=[CH:3][C:4]=3[O:8][C:7]=2[CH:9]=1)(=[O:15])=[O:14])[C:18]([O:20][CH3:21])=[O:19]. The yield is 1.00. (5) The reactants are [OH:1][C@@H:2]1[CH:6]([OH:7])[CH:5]([CH2:8][OH:9])[O:4][C@H:3]1[N:10]1[C:14]2[N:15]=[CH:16][N:17]=[C:18]([NH:19][CH2:20][CH2:21][CH:22]([CH3:24])[CH3:23])[C:13]=2[C:12]([C:25]#[N:26])=[CH:11]1.[Li+].C[Si]([N-][Si](C)(C)C)(C)C.[P:37](Cl)(Cl)(=[O:59])[O:38][CH2:39][CH2:40][CH2:41][O:42][CH2:43][CH2:44][CH2:45][CH2:46][CH2:47][CH2:48][CH2:49][CH2:50][CH2:51][CH2:52][CH2:53][CH2:54][CH2:55][CH2:56][CH2:57][CH3:58].C1C[O:65]CC1. No catalyst specified. The product is [P:37]([OH:59])([O:38][CH2:39][CH2:40][CH2:41][O:42][CH2:43][CH2:44][CH2:45][CH2:46][CH2:47][CH2:48][CH2:49][CH2:50][CH2:51][CH2:52][CH2:53][CH2:54][CH2:55][CH2:56][CH2:57][CH3:58])([O:9][CH2:8][CH:5]1[CH:6]([OH:7])[C@@H:2]([OH:1])[C@H:3]([N:10]2[C:14]3[N:15]=[CH:16][N:17]=[C:18]([NH:19][CH2:20][CH2:21][CH:22]([CH3:23])[CH3:24])[C:13]=3[C:12]([C:25]#[N:26])=[CH:11]2)[O:4]1)=[O:65]. The yield is 0.142.